Predict the reactants needed to synthesize the given product. From a dataset of Full USPTO retrosynthesis dataset with 1.9M reactions from patents (1976-2016). Given the product [C:30]([CH2:31][CH2:32][NH:33][C:25]([C:9]1[N:10]=[C:11]([N:12]2[CH2:17][CH2:16][N:15]3[C:18]([C:21]([F:22])([F:23])[F:24])=[N:19][N:20]=[C:14]3[CH2:13]2)[C:6]2[CH:5]=[C:4]([CH2:1][CH2:2][CH3:3])[S:28][C:7]=2[N:8]=1)=[O:26])#[N:29], predict the reactants needed to synthesize it. The reactants are: [CH2:1]([C:4]1[S:28][C:7]2[N:8]=[C:9]([C:25](O)=[O:26])[N:10]=[C:11]([N:12]3[CH2:17][CH2:16][N:15]4[C:18]([C:21]([F:24])([F:23])[F:22])=[N:19][N:20]=[C:14]4[CH2:13]3)[C:6]=2[CH:5]=1)[CH2:2][CH3:3].[NH2:29][CH2:30][CH2:31][C:32]#[N:33].CN(C(ON1N=NC2C=CC=NC1=2)=[N+](C)C)C.F[P-](F)(F)(F)(F)F.C(N(CC)CC)C.